Dataset: Full USPTO retrosynthesis dataset with 1.9M reactions from patents (1976-2016). Task: Predict the reactants needed to synthesize the given product. (1) Given the product [Cl:1][C:2]1[C:7]([O:8][CH3:9])=[CH:6][C:5]([C:10]2[CH:14]=[C:13]([C:16]([O:18][CH3:19])=[O:17])[S:12][N:11]=2)=[C:4]([F:20])[CH:3]=1, predict the reactants needed to synthesize it. The reactants are: [Cl:1][C:2]1[C:7]([O:8][CH3:9])=[CH:6][C:5]([C:10]2[C:14](N)=[C:13]([C:16]([O:18][CH3:19])=[O:17])[S:12][N:11]=2)=[C:4]([F:20])[CH:3]=1.N(OC(C)(C)C)=O. (2) Given the product [CH:6]1[C:5]2[N:10]3[CH2:16][CH2:15][CH2:14][CH2:13][CH2:12][CH:11]3[C:17](=[O:19])[NH:1][C:4]=2[CH:9]=[CH:8][CH:7]=1, predict the reactants needed to synthesize it. The reactants are: [N+:1]([C:4]1[CH:9]=[CH:8][CH:7]=[CH:6][C:5]=1[N:10]1[CH2:16][CH2:15][CH2:14][CH2:13][CH2:12][CH:11]1[C:17]([O:19]CC)=O)([O-])=O.[H][H]. (3) The reactants are: [Br:1][C:2]1[C:3]([NH2:9])=[N:4][CH:5]=[N:6][C:7]=1Cl.Cl.N1(C[CH2:16][N:17]2[CH:21]=[C:20]([C:22]3[CH:23]=N[CH:25]=[C:26]([C:28]([F:31])(F)F)[CH:27]=3)[N:19]=[C:18]2[CH:32]2[CH2:37][CH2:36][NH:35][CH2:34][CH2:33]2)CCC1.[C:38]([O-:41])([O-])=O.[Cs+].[Cs+].O.[CH3:45]S(C)=O. Given the product [NH2:9][C:3]1[N:4]=[CH:5][N:6]=[C:7]([N:35]2[CH2:34][CH2:33][CH:32]([C:18]3[N:17]([CH2:16][CH2:38][OH:41])[CH:21]=[C:20]([C:22]4[CH:23]=[CH:45][C:28]([F:31])=[C:26]([CH3:25])[CH:27]=4)[N:19]=3)[CH2:37][CH2:36]2)[C:2]=1[Br:1], predict the reactants needed to synthesize it. (4) The reactants are: [CH3:1][N:2]([CH3:7])[CH2:3][CH:4]([NH2:6])[CH3:5].C(=O)([O-])[O-].[K+].[K+].F[C:15]1[CH:20]=[CH:19][C:18]([N+:21]([O-:23])=[O:22])=[CH:17][CH:16]=1. Given the product [CH3:1][N:2]([CH3:7])[CH2:3][CH:4]([NH:6][C:15]1[CH:20]=[CH:19][C:18]([N+:21]([O-:23])=[O:22])=[CH:17][CH:16]=1)[CH3:5], predict the reactants needed to synthesize it. (5) Given the product [OH:2][CH:1]([C@@H:3]1[CH2:5][C@H:4]1[C:6]([O:8][CH2:9][CH3:10])=[O:7])[C:11]#[CH:12], predict the reactants needed to synthesize it. The reactants are: [CH:1]([CH:3]1[CH2:5][CH:4]1[C:6]([O:8][CH2:9][CH3:10])=[O:7])=[O:2].[C:11]([Mg]Br)#[CH:12]. (6) Given the product [Cl:35][C:36]1[S:40][C:39]([C:41]([NH:2][CH2:3][C@@H:4]2[O:8][C:7](=[O:9])[N:6]([C:10]3[CH:15]=[CH:14][C:13]([N:16]4[CH2:21][CH2:20][O:19][CH2:18][C:17]4=[O:22])=[CH:12][CH:11]=3)[CH2:5]2)=[O:42])=[CH:38][CH:37]=1, predict the reactants needed to synthesize it. The reactants are: Cl.[NH2:2][CH2:3][C@@H:4]1[O:8][C:7](=[O:9])[N:6]([C:10]2[CH:15]=[CH:14][C:13]([N:16]3[CH2:21][CH2:20][O:19][CH2:18][C:17]3=[O:22])=[CH:12][CH:11]=2)[CH2:5]1.C(=O)([O-])[O-].[K+].[K+].C(OO)(C)(C)C.[Cl:35][C:36]1[S:40][C:39]([CH:41]=[O:42])=[CH:38][CH:37]=1.